Dataset: Forward reaction prediction with 1.9M reactions from USPTO patents (1976-2016). Task: Predict the product of the given reaction. (1) Given the reactants Br[CH2:2][C:3]1[CH:10]=[CH:9][C:6]([C:7]#[N:8])=[CH:5][C:4]=1[F:11].[CH3:12][S:13]([C:16]1[CH:42]=[CH:41][C:19]([CH2:20][NH:21][C:22]([C:24]2[C:29](=[O:30])[C:28]([C:31]3[CH:36]=[CH:35][CH:34]=[C:33]([CH:37]([F:39])[F:38])[CH:32]=3)=[C:27]([CH3:40])[NH:26][CH:25]=2)=[O:23])=[CH:18][CH:17]=1)(=[O:15])=[O:14], predict the reaction product. The product is: [CH3:12][S:13]([C:16]1[CH:17]=[CH:18][C:19]([CH2:20][NH:21][C:22]([C:24]2[C:29](=[O:30])[C:28]([C:31]3[CH:36]=[CH:35][CH:34]=[C:33]([CH:37]([F:38])[F:39])[CH:32]=3)=[C:27]([CH3:40])[N:26]([CH2:2][C:3]3[CH:10]=[CH:9][C:6]([C:7]#[N:8])=[CH:5][C:4]=3[F:11])[CH:25]=2)=[O:23])=[CH:41][CH:42]=1)(=[O:15])=[O:14]. (2) The product is: [CH2:1]([NH:8][S:9]([C:12]1[CH:17]=[CH:16][C:15]([C:40]2[CH:41]=[C:36]3[N:35]=[C:34]([CH2:33][CH2:32][C:28]4[CH:27]=[C:26]([O:25][CH3:24])[CH:31]=[CH:30][N:29]=4)[NH:43][C:37]3=[N:38][CH:39]=2)=[CH:14][CH:13]=1)(=[O:11])=[O:10])[C:2]1[CH:7]=[CH:6][CH:5]=[CH:4][CH:3]=1. Given the reactants [CH2:1]([NH:8][S:9]([C:12]1[CH:17]=[CH:16][CH:15]=[CH:14][C:13]=1Br)(=[O:11])=[O:10])[C:2]1[CH:7]=[CH:6][CH:5]=[CH:4][CH:3]=1.C([O-])(=O)C.[K+].[CH3:24][O:25][C:26]1[CH:31]=[CH:30][N:29]=[C:28]([CH2:32][CH2:33][C:34]2[NH:43][C:37]3=[N:38][CH:39]=[C:40](I)[CH:41]=[C:36]3[N:35]=2)[CH:27]=1.C(=O)([O-])[O-].[K+].[K+].[Cl-].[Li+], predict the reaction product. (3) Given the reactants Cl.C(OC(=O)[NH:8][CH:9]1[CH2:14][CH2:13][CH2:12][C:11]([CH2:16][N:17]2[C:25]3[C:20](=[CH:21][CH:22]=[CH:23][CH:24]=3)[CH:19]=[N:18]2)([OH:15])[CH2:10]1)(C)(C)C, predict the reaction product. The product is: [N:17]1([CH2:16][C:11]2([OH:15])[CH2:12][CH2:13][CH2:14][C@@H:9]([NH2:8])[CH2:10]2)[C:25]2[C:20](=[CH:21][CH:22]=[CH:23][CH:24]=2)[CH:19]=[N:18]1. (4) Given the reactants [Cl:1][C:2]1[CH:3]=[C:4]2[C:10](=[CH:11][CH:12]=1)[C:8](=[O:9])[O:7][C:6]([C:13]([OH:15])=[O:14])=[C:5]2[C:16]1[CH:21]=[CH:20][CH:19]=[CH:18][CH:17]=1.S(=O)(=O)(O)O.[CH3:27]O, predict the reaction product. The product is: [CH3:27][O:14][C:13]([C:6]1[O:7][C:8]([C:10]2[C:4]([C:5]=1[C:16]1[CH:17]=[CH:18][CH:19]=[CH:20][CH:21]=1)=[CH:3][C:2]([Cl:1])=[CH:12][CH:11]=2)=[O:9])=[O:15]. (5) The product is: [N:40]1[C:41]2[C:46](=[N:45][CH:44]=[CH:43][CH:42]=2)[CH:47]=[CH:48][C:39]=1[CH2:38][O:21][C:18]1[CH:17]=[CH:16][C:15]([C:6]2[C:7]([C:9]3[CH:10]=[CH:11][N:12]=[CH:13][CH:14]=3)=[CH:8][N:4]([CH2:3][CH2:2][OH:1])[N:5]=2)=[CH:20][CH:19]=1. Given the reactants [OH:1][CH2:2][CH2:3][N:4]1[CH:8]=[C:7]([C:9]2[CH:14]=[CH:13][N:12]=[CH:11][CH:10]=2)[C:6]([C:15]2[CH:20]=[CH:19][C:18]([OH:21])=[CH:17][CH:16]=2)=[N:5]1.CN(C=O)C.C[Si]([N-][Si](C)(C)C)(C)C.[Na+].Cl[CH2:38][C:39]1[CH:48]=[CH:47][C:46]2[C:41](=[CH:42][CH:43]=[CH:44][N:45]=2)[N:40]=1, predict the reaction product. (6) Given the reactants [C:1]([NH:8][CH2:9][CH2:10][C:11]([OH:13])=O)([O:3][C:4]([CH3:7])([CH3:6])[CH3:5])=[O:2].[CH2:14]([N:16](C(C)C)[CH:17](C)C)C.CN(C(ON1N=NC2C=CC=NC1=2)=[N+](C)C)C.F[P-](F)(F)(F)(F)F.Cl.CNC, predict the reaction product. The product is: [CH3:14][N:16]([CH3:17])[C:11](=[O:13])[CH2:10][CH2:9][NH:8][C:1](=[O:2])[O:3][C:4]([CH3:7])([CH3:6])[CH3:5]. (7) Given the reactants Cl[CH2:2][C:3]([NH:5][C:6]1[CH:26]=[CH:25][C:9]2[N:10]=[C:11]([NH:14][C@H:15]3[C:24]4[C:19](=[CH:20][CH:21]=[CH:22][CH:23]=4)[CH2:18][CH2:17][CH2:16]3)[O:12][CH2:13][C:8]=2[CH:7]=1)=[O:4].[CH3:27][N:28]1[CH2:33][CH2:32][NH:31][CH2:30][CH2:29]1, predict the reaction product. The product is: [CH3:27][N:28]1[CH2:33][CH2:32][N:31]([CH2:2][C:3]([NH:5][C:6]2[CH:26]=[CH:25][C:9]3[N:10]=[C:11]([NH:14][C@H:15]4[C:24]5[C:19](=[CH:20][CH:21]=[CH:22][CH:23]=5)[CH2:18][CH2:17][CH2:16]4)[O:12][CH2:13][C:8]=3[CH:7]=2)=[O:4])[CH2:30][CH2:29]1.